Dataset: Full USPTO retrosynthesis dataset with 1.9M reactions from patents (1976-2016). Task: Predict the reactants needed to synthesize the given product. (1) Given the product [C:4]1([CH2:3][O:2][C:1]([N:19]2[CH2:20][CH2:21][N:22]([C:25]3[CH:26]=[C:27]([CH:33]=[CH:34][CH:35]=3)[C:28]([O:30][CH2:31][CH3:32])=[O:29])[CH2:23][CH2:24]2)=[O:10])[CH:9]=[CH:8][CH:7]=[CH:6][CH:5]=1, predict the reactants needed to synthesize it. The reactants are: [C:1](Cl)(=[O:10])[O:2][CH2:3][C:4]1[CH:9]=[CH:8][CH:7]=[CH:6][CH:5]=1.C1(C[N:19]2[CH2:24][CH2:23][N:22]([C:25]3[CH:26]=[C:27]([CH:33]=[CH:34][CH:35]=3)[C:28]([O:30][CH2:31][CH3:32])=[O:29])[CH2:21][CH2:20]2)C=CC=CC=1. (2) Given the product [Br:20][CH2:2][C:3]1[CH:18]=[CH:17][C:6]([O:7][CH2:8][C:9]([C:11]2[CH:16]=[CH:15][CH:14]=[CH:13][CH:12]=2)=[O:10])=[CH:5][CH:4]=1, predict the reactants needed to synthesize it. The reactants are: O[CH2:2][C:3]1[CH:18]=[CH:17][C:6]([O:7][CH2:8][C:9]([C:11]2[CH:16]=[CH:15][CH:14]=[CH:13][CH:12]=2)=[O:10])=[CH:5][CH:4]=1.P(Br)(Br)[Br:20]. (3) Given the product [F:1][C:2]1[CH:3]=[C:4]([C@H:9]2[N:14]([CH2:15][C:16]([N:18]([CH3:51])[C:19]3[CH:20]=[C:21]4[C:42](=[CH:43][CH:44]=3)[CH2:41][C@:23]3([C:31]5[C:26](=[N:27][CH:28]=[CH:29][CH:30]=5)[N:25]([CH2:32][O:33][CH2:34][CH2:35][Si:36]([CH3:39])([CH3:37])[CH3:38])[C:24]3=[O:40])[CH2:22]4)=[O:17])[C:13](=[O:45])[C:12]([CH3:47])([CH3:46])[CH2:11][CH2:10]2)[CH:5]=[C:6]([F:8])[CH:7]=1, predict the reactants needed to synthesize it. The reactants are: [F:1][C:2]1[CH:3]=[C:4]([C@H:9]2[N:14]([CH2:15][C:16]([NH:18][C:19]3[CH:20]=[C:21]4[C:42](=[CH:43][CH:44]=3)[CH2:41][C@:23]3([C:31]5[C:26](=[N:27][CH:28]=[CH:29][CH:30]=5)[N:25]([CH2:32][O:33][CH2:34][CH2:35][Si:36]([CH3:39])([CH3:38])[CH3:37])[C:24]3=[O:40])[CH2:22]4)=[O:17])[C:13](=[O:45])[C:12]([CH3:47])([CH3:46])[CH2:11][CH2:10]2)[CH:5]=[C:6]([F:8])[CH:7]=1.[H-].[Na+].I[CH3:51]. (4) Given the product [CH3:19][O:18][C:14]1[CH:13]=[C:12]([CH:17]=[CH:16][CH:15]=1)[CH2:11][N:9]([CH3:10])[C:7]([C:5]1[S:6][C:2]([C:26]2[CH:25]=[CH:24][CH:23]=[C:22]([O:21][CH3:20])[CH:27]=2)=[CH:3][CH:4]=1)=[O:8], predict the reactants needed to synthesize it. The reactants are: Br[C:2]1[S:6][C:5]([C:7]([N:9]([CH2:11][C:12]2[CH:17]=[CH:16][CH:15]=[C:14]([O:18][CH3:19])[CH:13]=2)[CH3:10])=[O:8])=[CH:4][CH:3]=1.[CH3:20][O:21][C:22]1[CH:23]=[C:24](B(O)O)[CH:25]=[CH:26][CH:27]=1.